The task is: Predict the reactants needed to synthesize the given product.. This data is from Full USPTO retrosynthesis dataset with 1.9M reactions from patents (1976-2016). (1) Given the product [F:1][C:2]1[CH:3]=[C:4]2[C:9](=[CH:10][CH:11]=1)[C@H:8]([CH:12]([CH3:13])[CH3:14])[C@:7]([CH2:16][CH2:17][N:18]([CH3:19])[CH2:29][CH2:28][CH2:27][NH:26][C:24](=[O:25])[C:23]([CH2:32][O:33][CH3:34])([CH3:31])[CH2:22][O:21][CH3:20])([OH:15])[CH2:6][CH2:5]2, predict the reactants needed to synthesize it. The reactants are: [F:1][C:2]1[CH:3]=[C:4]2[C:9](=[CH:10][CH:11]=1)[C@H:8]([CH:12]([CH3:14])[CH3:13])[C@:7]([CH2:16][CH2:17][NH:18][CH3:19])([OH:15])[CH2:6][CH2:5]2.[CH3:20][O:21][CH2:22][C:23]([CH2:32][O:33][CH3:34])([CH3:31])[C:24]([NH:26][CH2:27][CH2:28][CH:29]=O)=[O:25].C([BH3-])#N.[Na+]. (2) Given the product [CH3:1][O:2][NH:3][C:4]([C:6]1[C:7](=[O:29])[C:8]2[CH:13]=[N:12][C:11]([NH:45][C:41]3[CH:42]=[CH:43][CH:44]=[C:39]([CH2:38][CH2:37][N:34]4[CH2:33][CH2:32][N:31]([CH3:30])[CH2:36][CH2:35]4)[CH:40]=3)=[N:10][C:9]=2[N:18]([C:20]2[CH:21]=[C:22]3[C:26](=[CH:27][CH:28]=2)[CH2:25][CH2:24][CH2:23]3)[CH:19]=1)=[O:5], predict the reactants needed to synthesize it. The reactants are: [CH3:1][O:2][NH:3][C:4]([C:6]1[C:7](=[O:29])[C:8]2[CH:13]=[N:12][C:11](S(C)(=O)=O)=[N:10][C:9]=2[N:18]([C:20]2[CH:21]=[C:22]3[C:26](=[CH:27][CH:28]=2)[CH2:25][CH2:24][CH2:23]3)[CH:19]=1)=[O:5].[CH3:30][N:31]1[CH2:36][CH2:35][N:34]([CH2:37][CH2:38][C:39]2[CH:40]=[C:41]([NH2:45])[CH:42]=[CH:43][CH:44]=2)[CH2:33][CH2:32]1. (3) Given the product [NH2:1][CH2:2][C@@H:3]1[C@H:8]([CH3:9])[CH2:7][CH2:6][CH2:5][N:4]1[C:42]([C:36]1[C:35]([C:32]2[CH:31]=[CH:30][C:29]([F:28])=[CH:34][CH:33]=2)=[CH:40][CH:39]=[C:38]([CH3:41])[N:37]=1)=[O:44], predict the reactants needed to synthesize it. The reactants are: [NH2:1][CH2:2][C@@H:3]1[C@H:8]([CH3:9])[CH2:7][CH2:6][CH2:5][N:4]1C(C1C=C(C)C=CC=1N1C=NC(C(F)(F)F)=N1)=O.[F:28][C:29]1[CH:34]=[CH:33][C:32]([C:35]2[C:36]([C:42]([OH:44])=O)=[N:37][C:38]([CH3:41])=[CH:39][CH:40]=2)=[CH:31][CH:30]=1. (4) Given the product [F:18][C:16]1[CH:17]=[C:12]([C@@H:11]2[CH2:10][O:9][CH2:8][C@@H:7]3[CH:21]=[CH:22][CH2:23][C:1](=[O:5])[N:6]23)[CH:13]=[C:14]([F:20])[C:15]=1[F:19], predict the reactants needed to synthesize it. The reactants are: [C:1]([N:6]1[C@H:11]([C:12]2[CH:17]=[C:16]([F:18])[C:15]([F:19])=[C:14]([F:20])[CH:13]=2)[CH2:10][O:9][CH2:8][C@@H:7]1/[CH:21]=[CH:22]/[C:23](OC)=O)(=[O:5])CC=C.C(N1[C@H](C2C=C(F)C(F)=C(F)C=2)COC[C@@H]1/C=C\C(OC)=O)(=O)CC=C.C(N(CC)CC)C. (5) The reactants are: [OH:1][CH:2]1[CH2:5][N:4]([C:6]2[N:11]=[N:10][C:9]([C:12]3[CH:13]=[N:14][CH:15]=[C:16]([CH:22]=3)[C:17]([O:19][CH2:20][CH3:21])=[O:18])=[CH:8][CH:7]=2)[CH2:3]1.[Br:23][C:24]1[CH:29]=[CH:28][CH:27]=[CH:26][C:25]=1O.N(C(N1CCCCC1)=O)=NC(N1CCCCC1)=O.C(P(CCCC)CCCC)CCC. Given the product [Br:23][C:24]1[CH:29]=[CH:28][CH:27]=[CH:26][C:25]=1[O:1][CH:2]1[CH2:3][N:4]([C:6]2[N:11]=[N:10][C:9]([C:12]3[CH:13]=[N:14][CH:15]=[C:16]([CH:22]=3)[C:17]([O:19][CH2:20][CH3:21])=[O:18])=[CH:8][CH:7]=2)[CH2:5]1, predict the reactants needed to synthesize it.